Task: Predict which catalyst facilitates the given reaction.. Dataset: Catalyst prediction with 721,799 reactions and 888 catalyst types from USPTO (1) Reactant: Cl.C(OC1C=CC(S(Cl)(=O)=O)=CC=1[C:15]1[NH:20][C:19](=[O:21])[C:18]2=[C:22]([CH3:28])[N:23]=[C:24]([CH2:25][CH2:26][CH3:27])[N:17]2[N:16]=1)C. Product: [CH3:28][C:22]1[N:23]=[C:24]([CH2:25][CH2:26][CH3:27])[N:17]2[C:18]=1[C:19](=[O:21])[NH:20][CH:15]=[N:16]2. The catalyst class is: 529. (2) Reactant: [CH3:1][C:2]1[S:3][C:4]([CH2:7][N:8]2[C:13]3[CH:14]=[C:15]([C:17]4[CH:22]=[CH:21][CH:20]=[CH:19][CH:18]=4)[S:16][C:12]=3[C:11](=[O:23])[N:10]([CH:24]3[CH2:29][CH2:28][N:27](C(OC(C)(C)C)=O)[CH2:26][CH2:25]3)[C:9]2=[O:37])=[CH:5][N:6]=1.[F:38][C:39]([F:44])([F:43])[C:40]([OH:42])=[O:41]. Product: [F:38][C:39]([F:44])([F:43])[C:40]([OH:42])=[O:41].[CH3:1][C:2]1[S:3][C:4]([CH2:7][N:8]2[C:13]3[CH:14]=[C:15]([C:17]4[CH:18]=[CH:19][CH:20]=[CH:21][CH:22]=4)[S:16][C:12]=3[C:11](=[O:23])[N:10]([CH:24]3[CH2:29][CH2:28][NH:27][CH2:26][CH2:25]3)[C:9]2=[O:37])=[CH:5][N:6]=1. The catalyst class is: 2. (3) Reactant: [CH2:1](P(=O)(OCC)OCC)[C:2]1[CH:7]=[CH:6][CH:5]=[CH:4][CH:3]=1.C[O-].[Na+].C1OCCOCCOCCOCCOCCOC1.[Br:37][C:38]1[N:43]=[C:42]([CH:44]=O)[CH:41]=[CH:40][CH:39]=1. Product: [Br:37][C:38]1[CH:39]=[CH:40][CH:41]=[C:42](/[CH:44]=[CH:1]/[C:2]2[CH:3]=[CH:4][CH:5]=[CH:6][CH:7]=2)[N:43]=1. The catalyst class is: 737. (4) Reactant: [C:1]1([C:7]2[N:12]=[CH:11][C:10]([C:13](=[O:15])[CH3:14])=[CH:9][N:8]=2)[CH:6]=[CH:5][CH:4]=[CH:3][CH:2]=1.[Br-:16].[Br-].[Br-].C([N+](CCCC)(CCCC)CCCC)CCC.C([N+](CCCC)(CCCC)CCCC)CCC.C([N+](CCCC)(CCCC)CCCC)CCC. Product: [Br:16][CH2:14][C:13]([C:10]1[CH:9]=[N:8][C:7]([C:1]2[CH:2]=[CH:3][CH:4]=[CH:5][CH:6]=2)=[N:12][CH:11]=1)=[O:15]. The catalyst class is: 4. (5) Reactant: [N+:1]([C:4]1[CH:12]=[CH:11][CH:10]=[C:9]2[C:5]=1[CH:6]=[CH:7][NH:8]2)([O-:3])=[O:2].C([O-])([O-])=O.[K+].[K+].Br[CH2:20][C:21]([O:23][CH3:24])=[O:22]. Product: [N+:1]([C:4]1[CH:12]=[CH:11][CH:10]=[C:9]2[C:5]=1[CH:6]=[CH:7][N:8]2[CH2:20][C:21]([O:23][CH3:24])=[O:22])([O-:3])=[O:2]. The catalyst class is: 3.